Predict the product of the given reaction. From a dataset of Forward reaction prediction with 1.9M reactions from USPTO patents (1976-2016). (1) Given the reactants Cl[C:2]1[C:7]([CH3:8])=[CH:6][N:5]2[N:9]=[CH:10][C:11]([C:12]([O:14][C:15]([CH3:18])([CH3:17])[CH3:16])=[O:13])=[C:4]2[N:3]=1.[CH3:19][C:20]1[N:21]=[N:22][NH:23][CH:24]=1.C(=O)([O-])[O-].[K+].[K+].O, predict the reaction product. The product is: [CH3:8][C:7]1[C:2]([N:23]2[CH:24]=[C:20]([CH3:19])[N:21]=[N:22]2)=[N:3][C:4]2[N:5]([N:9]=[CH:10][C:11]=2[C:12]([O:14][C:15]([CH3:18])([CH3:17])[CH3:16])=[O:13])[CH:6]=1. (2) The product is: [C:15]([N:11]1[CH2:12][CH:13]=[CH:14][C@H:10]1[CH2:9][O:8][S:24]([CH3:23])(=[O:26])=[O:25])(=[O:16])[C:17]1[CH:22]=[CH:21][CH:20]=[CH:19][CH:18]=1. Given the reactants C(N(CC)CC)C.[OH:8][CH2:9][C@@H:10]1[CH:14]=[CH:13][CH2:12][N:11]1[C:15]([C:17]1[CH:22]=[CH:21][CH:20]=[CH:19][CH:18]=1)=[O:16].[CH3:23][S:24](Cl)(=[O:26])=[O:25], predict the reaction product.